From a dataset of Full USPTO retrosynthesis dataset with 1.9M reactions from patents (1976-2016). Predict the reactants needed to synthesize the given product. (1) Given the product [ClH:1].[CH3:30][S:31]([CH2:34][CH2:35][C:36]1[CH:37]=[C:38]([NH:42][C:2]2[N:7]=[C:6]([N:8]([CH3:29])[C:9]3[CH:28]=[CH:27][C:12]4[N:13]([CH3:26])[C:14]([NH:16][CH2:17][C:18]5[CH:23]=[CH:22][C:21]([O:24][CH3:25])=[CH:20][CH:19]=5)=[N:15][C:11]=4[CH:10]=3)[CH:5]=[CH:4][N:3]=2)[CH:39]=[CH:40][CH:41]=1)(=[O:32])=[O:33], predict the reactants needed to synthesize it. The reactants are: [Cl:1][C:2]1[N:7]=[C:6]([N:8]([CH3:29])[C:9]2[CH:28]=[CH:27][C:12]3[N:13]([CH3:26])[C:14]([NH:16][CH2:17][C:18]4[CH:23]=[CH:22][C:21]([O:24][CH3:25])=[CH:20][CH:19]=4)=[N:15][C:11]=3[CH:10]=2)[CH:5]=[CH:4][N:3]=1.[CH3:30][S:31]([CH2:34][CH2:35][C:36]1[CH:37]=[C:38]([NH2:42])[CH:39]=[CH:40][CH:41]=1)(=[O:33])=[O:32]. (2) Given the product [Cl:36][C:3]1([O:5][C@H:6]([CH2:16][O:17][Si:18]([C:21]([CH3:24])([CH3:23])[CH3:22])([CH3:19])[CH3:20])[C@@H:7]([O:8][Si:9]([C:12]([CH3:15])([CH3:14])[CH3:13])([CH3:11])[CH3:10])[C@H:2]1[Cl:1])[OH:4], predict the reactants needed to synthesize it. The reactants are: [Cl:1][C@@H:2]1[C@H:7]([O:8][Si:9]([C:12]([CH3:15])([CH3:14])[CH3:13])([CH3:11])[CH3:10])[C@@H:6]([CH2:16][O:17][Si:18]([C:21]([CH3:24])([CH3:23])[CH3:22])([CH3:20])[CH3:19])[O:5][CH:3]1[OH:4].C(N(CC)CC)C.CS([Cl:36])(=O)=O. (3) Given the product [C:11]([O:15][C:16]([N:18]1[CH2:23][CH2:22][CH:21]([NH:24][C:2]2[CH:7]=[CH:6][C:5]([N+:8]([O-:10])=[O:9])=[CH:4][N:3]=2)[CH2:20][CH2:19]1)=[O:17])([CH3:14])([CH3:12])[CH3:13], predict the reactants needed to synthesize it. The reactants are: Br[C:2]1[CH:7]=[CH:6][C:5]([N+:8]([O-:10])=[O:9])=[CH:4][N:3]=1.[C:11]([O:15][C:16]([N:18]1[CH2:23][CH2:22][CH:21]([NH2:24])[CH2:20][CH2:19]1)=[O:17])([CH3:14])([CH3:13])[CH3:12].C(N(CC)CC)C. (4) Given the product [CH2:14]([O:16][C:17]([C:19]1([NH:30][C:11]([C:1]2[C:10]3[CH2:9][CH2:8][CH2:7][CH2:6][C:5]=3[CH:4]=[CH:3][CH:2]=2)=[O:13])[C@H:27]([CH3:28])[C:26]2[C:21](=[CH:22][CH:23]=[CH:24][CH:25]=2)[C@@H:20]1[CH3:29])=[O:18])[CH3:15], predict the reactants needed to synthesize it. The reactants are: [C:1]1([C:11]([OH:13])=O)[C:10]2[CH2:9][CH2:8][CH2:7][CH2:6][C:5]=2[CH:4]=[CH:3][CH:2]=1.[CH2:14]([O:16][C:17]([C:19]1([NH2:30])[C@H:27]([CH3:28])[C:26]2[C:21](=[CH:22][CH:23]=[CH:24][CH:25]=2)[C@@H:20]1[CH3:29])=[O:18])[CH3:15].CN(C(ON1N=NC2C=CC=NC1=2)=[N+](C)C)C.F[P-](F)(F)(F)(F)F.CCN(C(C)C)C(C)C. (5) Given the product [Cl:1][C:2]1[CH:10]=[CH:9][C:8]([C:11]2[C:12]([C@@H:28]([NH:38][C:39](=[O:55])[CH2:40][N:41]3[C:45]4[C:46]([F:51])([F:50])[C@@H:47]5[CH2:49][C@@H:48]5[C:44]=4[C:43]([CH:52]([F:53])[F:54])=[N:42]3)[CH2:29][C:30]3[CH:35]=[C:34]([F:36])[CH:33]=[C:32]([F:37])[CH:31]=3)=[N:13][C:14]([C:17]#[C:62][C:64]3([OH:68])[CH2:67][CH2:66][CH2:65]3)=[CH:15][CH:16]=2)=[C:7]2[C:3]=1[C:4]([NH:57][S:58]([CH3:61])(=[O:59])=[O:60])=[N:5][N:6]2[CH3:56], predict the reactants needed to synthesize it. The reactants are: [Cl:1][C:2]1[CH:10]=[CH:9][C:8]([C:11]2[C:12]([C@@H:28]([NH:38][C:39](=[O:55])[CH2:40][N:41]3[C:45]4[C:46]([F:51])([F:50])[C@@H:47]5[CH2:49][C@@H:48]5[C:44]=4[C:43]([CH:52]([F:54])[F:53])=[N:42]3)[CH2:29][C:30]3[CH:35]=[C:34]([F:36])[CH:33]=[C:32]([F:37])[CH:31]=3)=[N:13][C:14]([C:17]#CC(C)(N3CCOC3=O)C)=[CH:15][CH:16]=2)=[C:7]2[C:3]=1[C:4]([NH:57][S:58]([CH3:61])(=[O:60])=[O:59])=[N:5][N:6]2[CH3:56].[C:62]([C:64]1([OH:68])[CH2:67][CH2:66][CH2:65]1)#C. (6) Given the product [C:12]([O:17][CH2:19][C:20]([N:22]1[C:28](=[O:29])[CH:27]2[CH:23]1[CH2:24][CH2:25][CH2:26]2)=[O:21])(=[O:16])[C:13]([CH3:15])=[CH2:14], predict the reactants needed to synthesize it. The reactants are: C(=O)([O-])[O-].[K+].[K+].CN(C)C=O.[C:12]([OH:17])(=[O:16])[C:13]([CH3:15])=[CH2:14].Cl[CH2:19][C:20]([N:22]1[C:28](=[O:29])[CH:27]2[CH:23]1[CH2:24][CH2:25][CH2:26]2)=[O:21]. (7) Given the product [Cl:29][CH:30]([Cl:34])[C:31]([NH:16][C:15]1[CH:17]=[CH:18][C:19]([C:21]#[C:22][Si:23]([CH3:24])([CH3:26])[CH3:25])=[CH:20][C:14]=1[C:12]([C:9]1[CH:10]=[CH:11][C:6]([C:3]2([C:2]([F:1])([F:27])[F:28])[N:5]=[N:4]2)=[CH:7][CH:8]=1)=[O:13])=[O:32], predict the reactants needed to synthesize it. The reactants are: [F:1][C:2]([F:28])([F:27])[C:3]1([C:6]2[CH:11]=[CH:10][C:9]([C:12]([C:14]3[CH:20]=[C:19]([C:21]#[C:22][Si:23]([CH3:26])([CH3:25])[CH3:24])[CH:18]=[CH:17][C:15]=3[NH2:16])=[O:13])=[CH:8][CH:7]=2)[N:5]=[N:4]1.[Cl:29][CH:30]([Cl:34])[C:31](Cl)=[O:32].